Predict which catalyst facilitates the given reaction. From a dataset of Catalyst prediction with 721,799 reactions and 888 catalyst types from USPTO. (1) Product: [CH3:1][C:2]1[C:11]2[C:12]3[C:17]([CH2:18][CH2:19][N+:10]=2[CH:9]=[C:8]2[C:3]=1[CH:4]=[CH:5][C:6]1[O:26][CH2:25][O:24][C:7]=12)=[CH:16][C:15]([O:20][CH3:21])=[C:14]([O:22][CH3:23])[CH:13]=3.[Cl-:27].[CH3:28][C:29]1[C:38]2[C:39]3[C:44]([CH2:45][CH2:46][N+:37]=2[CH:36]=[C:35]2[C:30]=1[CH:31]=[CH:32][C:33]1[O:52][CH2:51][O:50][C:34]=12)=[CH:43][C:42]([O:47][CH3:48])=[C:41]([OH:49])[CH:40]=3. The catalyst class is: 5. Reactant: [CH3:1][C:2]1[C:11]2[C:12]3[C:17]([CH2:18][CH2:19][N+:10]=2[CH:9]=[C:8]2[C:3]=1[CH:4]=[CH:5][C:6]1[O:26][CH2:25][O:24][C:7]=12)=[CH:16][C:15]([O:20][CH3:21])=[C:14]([O:22][CH3:23])[CH:13]=3.[Cl-:27].[CH3:28][C:29]1[C:38]2[C:39]3[C:44]([CH2:45][CH2:46][N+:37]=2[CH:36]=[C:35]2[C:30]=1[CH:31]=[CH:32][C:33]1[O:52][CH2:51][O:50][C:34]=12)=[CH:43][C:42]([O:47][CH3:48])=[C:41]([OH:49])[CH:40]=3. (2) Reactant: Cl.[Cl:2][CH2:3][CH2:4][C:5]1[C:10](=[O:11])[N:9]2[CH:12]=[CH:13][CH:14]=[C:15]([OH:16])[C:8]2=[N:7][C:6]=1[CH3:17].CO.C([O-])(=O)C.[Na+]. Product: [Cl:2][CH2:3][CH2:4][C:5]1[C:10](=[O:11])[N:9]2[CH2:12][CH2:13][CH2:14][CH:15]([OH:16])[C:8]2=[N:7][C:6]=1[CH3:17]. The catalyst class is: 6. (3) Reactant: C(OC([NH:8][C:9]([NH:11][C:12](=[O:36])[CH2:13][C:14]1[CH:18]=[C:17]([C:19](=[O:28])[C:20]2[CH:25]=[CH:24][C:23]([O:26][CH3:27])=[CH:22][CH:21]=2)[S:16][C:15]=1[C:29]1[CH:34]=[CH:33][C:32]([Cl:35])=[CH:31][CH:30]=1)=[NH:10])=O)(C)(C)C.FC(F)(F)C(O)=O.Cl. Product: [ClH:35].[C:9]([NH:11][C:12](=[O:36])[CH2:13][C:14]1[CH:18]=[C:17]([C:19](=[O:28])[C:20]2[CH:21]=[CH:22][C:23]([O:26][CH3:27])=[CH:24][CH:25]=2)[S:16][C:15]=1[C:29]1[CH:30]=[CH:31][C:32]([Cl:35])=[CH:33][CH:34]=1)(=[NH:8])[NH2:10]. The catalyst class is: 269. (4) Reactant: [OH:1][C@H:2]([C:38]1[CH:43]=[CH:42][CH:41]=[CH:40][CH:39]=1)[CH2:3][N:4]([CH2:12][CH2:13][C:14]1[CH:19]=[CH:18][C:17]([C:20]2[CH:25]=[CH:24][C:23]([C:26]([NH:28][S:29]([CH3:32])(=[O:31])=[O:30])=[O:27])=[C:22]([CH2:33][CH2:34][CH:35]([CH3:37])[CH3:36])[CH:21]=2)=[CH:16][CH:15]=1)C(=O)OC(C)(C)C.[ClH:44]. Product: [ClH:44].[OH:1][C@H:2]([C:38]1[CH:39]=[CH:40][CH:41]=[CH:42][CH:43]=1)[CH2:3][NH:4][CH2:12][CH2:13][C:14]1[CH:15]=[CH:16][C:17]([C:20]2[CH:25]=[CH:24][C:23]([C:26]([NH:28][S:29]([CH3:32])(=[O:31])=[O:30])=[O:27])=[C:22]([CH2:33][CH2:34][CH:35]([CH3:37])[CH3:36])[CH:21]=2)=[CH:18][CH:19]=1. The catalyst class is: 13. (5) Reactant: [CH3:1][O:2][C:3]1[CH:8]=[C:7]([O:9][CH3:10])[C:6]([O:11][CH3:12])=[CH:5][C:4]=1[O:13][CH3:14].CN(C)CCN(C)C.[CH2:23]([Li])[CH2:24][CH2:25][CH3:26].Br[CH2:29][CH2:30][CH2:31][CH2:32][CH2:33][CH2:34][CH2:35][CH2:36][CH2:37][CH2:38][CH2:39][CH2:40]C. Product: [CH2:26]([C:5]1[C:6]([O:11][CH3:12])=[C:7]([O:9][CH3:10])[CH:8]=[C:3]([O:2][CH3:1])[C:4]=1[O:13][CH3:14])[CH2:25][CH2:24][CH2:23][CH2:40][CH2:39][CH2:38][CH2:37][CH2:36][CH2:35][CH2:34][CH2:33][CH2:32][CH2:31][CH2:30][CH3:29]. The catalyst class is: 1.